Dataset: Catalyst prediction with 721,799 reactions and 888 catalyst types from USPTO. Task: Predict which catalyst facilitates the given reaction. (1) Reactant: [Cl:1][C:2]1[CH:7]=[CH:6][CH:5]=[CH:4][C:3]=1[CH:8]([O:10][C:11](=[O:34])[NH:12][C:13]1[C:14]([CH3:33])=[N:15][O:16][C:17]=1[C:18]1[CH:23]=[CH:22][C:21](B2OC(C)(C)C(C)(C)O2)=[CH:20][CH:19]=1)[CH3:9].Br[C:36]1[N:41]=[C:40]([C:42]([O:44][CH2:45][CH3:46])=[O:43])[CH:39]=[CH:38][CH:37]=1. Product: [CH2:45]([O:44][C:42]([C:40]1[CH:39]=[CH:38][CH:37]=[C:36]([C:21]2[CH:22]=[CH:23][C:18]([C:17]3[O:16][N:15]=[C:14]([CH3:33])[C:13]=3[NH:12][C:11]([O:10][CH:8]([C:3]3[CH:4]=[CH:5][CH:6]=[CH:7][C:2]=3[Cl:1])[CH3:9])=[O:34])=[CH:19][CH:20]=2)[N:41]=1)=[O:43])[CH3:46]. The catalyst class is: 235. (2) Reactant: [CH3:1][C:2]1[CH2:7][CH2:6][CH2:5][CH2:4][CH:3]=1.C1C(=O)N([Br:15])C(=O)C1.[OH2:16]. Product: [Br:15][CH:3]1[CH2:4][CH2:5][CH2:6][CH2:7][C:2]1([CH3:1])[OH:16]. The catalyst class is: 21. (3) Reactant: [F:1][C:2]([F:51])([F:50])[C:3]1[CH:4]=[C:5]([CH:47]=[CH:48][CH:49]=1)[CH2:6][NH:7][C:8]([C:10]1[CH:15]=[CH:14][N:13]=[C:12]([C:16]2[CH:21]=[C:20]([N:22]3[CH2:26][CH2:25][CH2:24][CH2:23]3)[CH:19]=[CH:18][C:17]=2[NH:27][C:28]([C:30]2[CH:31]=[C:32]([CH:44]=[CH:45][CH:46]=2)[CH2:33][S:34][CH2:35][CH2:36][C:37]([O:39]C(C)(C)C)=[O:38])=[O:29])[CH:11]=1)=[O:9].FC(F)(F)C(O)=O. Product: [N:22]1([C:20]2[CH:19]=[CH:18][C:17]([NH:27][C:28]([C:30]3[CH:31]=[C:32]([CH:44]=[CH:45][CH:46]=3)[CH2:33][S:34][CH2:35][CH2:36][C:37]([OH:39])=[O:38])=[O:29])=[C:16]([C:12]3[CH:11]=[C:10]([C:8](=[O:9])[NH:7][CH2:6][C:5]4[CH:47]=[CH:48][CH:49]=[C:3]([C:2]([F:51])([F:1])[F:50])[CH:4]=4)[CH:15]=[CH:14][N:13]=3)[CH:21]=2)[CH2:26][CH2:25][CH2:24][CH2:23]1. The catalyst class is: 4. (4) Reactant: Br[C:2]1[C:3]([NH:9][C@@H:10]([C:12]2[CH:17]=[CH:16][CH:15]=[CH:14][CH:13]=2)[CH3:11])=[N:4][C:5]([Cl:8])=[N:6][CH:7]=1.[C:18]([O:23][CH3:24])(=[O:22])[C:19]#[C:20][CH3:21].[Cl-].[Li+].C(=O)([O-])[O-].[K+].[K+]. Product: [Cl:8][C:5]1[N:6]=[CH:7][C:2]2[C:19]([C:18]([O:23][CH3:24])=[O:22])=[C:20]([CH3:21])[N:9]([C@@H:10]([C:12]3[CH:17]=[CH:16][CH:15]=[CH:14][CH:13]=3)[CH3:11])[C:3]=2[N:4]=1. The catalyst class is: 613. (5) Reactant: [F:1][C:2]1[CH:7]=[CH:6][C:5]([N:8]2[CH:13]=[CH:12][C:11]([I:14])=[C:10]([C:15](O)=[O:16])[C:9]2=[O:18])=[CH:4][CH:3]=1.O=S(Cl)[Cl:21]. Product: [F:1][C:2]1[CH:7]=[CH:6][C:5]([N:8]2[CH:13]=[CH:12][C:11]([I:14])=[C:10]([C:15]([Cl:21])=[O:16])[C:9]2=[O:18])=[CH:4][CH:3]=1. The catalyst class is: 575. (6) Reactant: [CH3:1][C:2]1[CH:6]=[C:5]([OH:7])[N:4]([C:8]2[CH:13]=[CH:12][CH:11]=[C:10]([CH3:14])[N:9]=2)[N:3]=1.CCN(CC)CC.[S:22](O[S:22]([C:25]([F:28])([F:27])[F:26])(=[O:24])=[O:23])([C:25]([F:28])([F:27])[F:26])(=[O:24])=[O:23]. Product: [F:26][C:25]([F:28])([F:27])[S:22]([O:7][C:5]1[N:4]([C:8]2[CH:13]=[CH:12][CH:11]=[C:10]([CH3:14])[N:9]=2)[N:3]=[C:2]([CH3:1])[CH:6]=1)(=[O:24])=[O:23]. The catalyst class is: 2.